Regression/Classification. Given a drug SMILES string, predict its toxicity properties. Task type varies by dataset: regression for continuous values (e.g., LD50, hERG inhibition percentage) or binary classification for toxic/non-toxic outcomes (e.g., AMES mutagenicity, cardiotoxicity, hepatotoxicity). Dataset: ames. From a dataset of Ames mutagenicity test results for genotoxicity prediction. The compound is O=[N+]([O-])c1cc(-c2ccccc2)cc([N+](=O)[O-])c1O. The result is 1 (mutagenic).